Dataset: Reaction yield outcomes from USPTO patents with 853,638 reactions. Task: Predict the reaction yield, written as a fraction of the theoretical maximum amount of product (1.0 means a 100% yield; for example, 0.34 means a 34% yield). (1) The reactants are [N+:1]([C:4]1[NH:8][N:7]=[C:6]([C:9]([O:11][CH3:12])=[O:10])[CH:5]=1)([O-:3])=[O:2].C(=O)([O-])[O-].[K+].[K+].[Br:19][CH2:20][CH2:21]Br. The catalyst is CC(C)=O. The product is [Br:19][CH2:20][CH2:21][N:7]1[C:6]([C:9]([O:11][CH3:12])=[O:10])=[CH:5][C:4]([N+:1]([O-:3])=[O:2])=[N:8]1. The yield is 0.630. (2) The reactants are [OH:1][CH:2]([C:19]1[CH:24]=[CH:23][CH:22]=[C:21]([O:25][CH3:26])[CH:20]=1)[CH2:3][O:4][C:5]1[CH:18]=[CH:17][C:8]([CH:9]=[C:10]2[S:14][C:13](=[O:15])[NH:12][C:11]2=[O:16])=[CH:7][CH:6]=1.N1C=CC=CC=1C1C=CC=CN=1.[BH4-].[Na+].[BH4-]. The catalyst is C1COCC1.[Co](Cl)Cl.CC(O)=O.O. The product is [OH:1][CH:2]([C:19]1[CH:24]=[CH:23][CH:22]=[C:21]([O:25][CH3:26])[CH:20]=1)[CH2:3][O:4][C:5]1[CH:18]=[CH:17][C:8]([CH2:9][CH:10]2[S:14][C:13](=[O:15])[NH:12][C:11]2=[O:16])=[CH:7][CH:6]=1. The yield is 0.740. (3) The reactants are F[C:2]1[C:7]([CH3:8])=[CH:6][CH:5]=[CH:4][C:3]=1[N+:9]([O-:11])=[O:10].[C:12]([O:16][C:17]([NH:19][NH2:20])=[O:18])([CH3:15])([CH3:14])[CH3:13]. The catalyst is CS(C)=O. The product is [CH3:8][C:7]1[CH:6]=[CH:5][CH:4]=[C:3]([N+:9]([O-:11])=[O:10])[C:2]=1[N:19]([C:17]([O:16][C:12]([CH3:15])([CH3:14])[CH3:13])=[O:18])[NH2:20]. The yield is 0.800. (4) The reactants are [CH:1]([C:4]1[CH:13]=[C:12]([O:14][CH3:15])[C:11]([N+:16]([O-:18])=[O:17])=[CH:10][C:5]=1[O:6][CH2:7][C:8]#[N:9])([CH3:3])[CH3:2].CC(O[CH:24]([N:28]([CH3:30])C)[N:25](C)C)(C)C.Cl.[NH2:32]C1C=CC=CC=1.C(=O)(O)O.NC(N)=N. The catalyst is CCO.CN1C(=O)CCC1. The product is [CH:1]([C:4]1[CH:13]=[C:12]([O:14][CH3:15])[C:11]([N+:16]([O-:18])=[O:17])=[CH:10][C:5]=1[O:6][C:7]1[C:24]([NH2:25])=[N:28][C:30]([NH2:32])=[N:9][CH:8]=1)([CH3:3])[CH3:2]. The yield is 0.630. (5) The reactants are [C@@H:1]1([N:9]2[C:19]3[N:18]=[C:16]([NH2:17])[NH:15][C:13](=[O:14])[C:12]=3[N:11]=[CH:10]2)[O:8][C@H:5]([CH2:6][OH:7])[C@@H:3]([OH:4])[CH2:2]1.Cl[Si](C)(C)C.Cl[C:26]([O:28][CH2:29][CH:30]1[C:42]2[CH:41]=[CH:40][CH:39]=[CH:38][C:37]=2[C:36]2[C:31]1=[CH:32][CH:33]=[CH:34][CH:35]=2)=[O:27]. The catalyst is N1C=CC=CC=1. The product is [CH:41]1[C:42]2[CH:30]([CH2:29][O:28][C:26]([NH:17][C:16]3[NH:15][C:13](=[O:14])[C:12]4[N:11]=[CH:10][N:9]([C:19]=4[N:18]=3)[C@@H:1]3[O:8][C@H:5]([CH2:6][OH:7])[C@@H:3]([OH:4])[CH2:2]3)=[O:27])[C:31]3[C:36](=[CH:35][CH:34]=[CH:33][CH:32]=3)[C:37]=2[CH:38]=[CH:39][CH:40]=1. The yield is 0.650. (6) The reactants are Br[C:2]1[CH:3]=[C:4]([CH2:10][NH:11][C:12](=[O:18])[O:13][C:14]([CH3:17])([CH3:16])[CH3:15])[CH:5]=[C:6]([O:8][CH3:9])[CH:7]=1.C1(P(C2CCCCC2)C2C=CC3C(=CC=CC=3)C=2C2C3C(=CC=CC=3)C=CC=2OC)CCCCC1.[O-]P([O-])([O-])=O.[K+].[K+].[K+].[CH3:62][C:63]([Si:66]([CH3:79])([CH3:78])[O:67][CH2:68][C:69]1[CH:70]=[C:71](B(O)O)[CH:72]=[CH:73][CH:74]=1)([CH3:65])[CH3:64]. The catalyst is O1CCOCC1.CC([O-])=O.CC([O-])=O.[Pd+2]. The product is [CH3:65][C:63]([Si:66]([CH3:79])([CH3:78])[O:67][CH2:68][C:69]1[CH:70]=[C:71]([C:2]2[CH:7]=[C:6]([O:8][CH3:9])[CH:5]=[C:4]([CH2:10][NH:11][C:12](=[O:18])[O:13][C:14]([CH3:17])([CH3:16])[CH3:15])[CH:3]=2)[CH:72]=[CH:73][CH:74]=1)([CH3:62])[CH3:64]. The yield is 0.740. (7) The reactants are C(N(CC)CC)C.[CH:8]([C:10]1[C:18]2[C:13](=[CH:14][CH:15]=[CH:16][CH:17]=2)[N:12](C(OC(C)(C)C)=O)[CH:11]=1)=[O:9].[F:26][C:27]1[N:32]=[CH:31][C:30]([CH:33]=[N:34][C:35]2[CH:40]=[CH:39][CH:38]=[C:37]([O:41][CH3:42])[CH:36]=2)=[CH:29][CH:28]=1. The catalyst is [Cl-].C([N+]1C(C)=C(CCO)SC=1)C1C=CC=CC=1.C(O)C. The product is [F:26][C:27]1[N:32]=[CH:31][C:30]([CH:33]([NH:34][C:35]2[CH:40]=[CH:39][CH:38]=[C:37]([O:41][CH3:42])[CH:36]=2)[C:8]([C:10]2[C:18]3[C:13](=[CH:14][CH:15]=[CH:16][CH:17]=3)[NH:12][CH:11]=2)=[O:9])=[CH:29][CH:28]=1. The yield is 0.310.